Dataset: Catalyst prediction with 721,799 reactions and 888 catalyst types from USPTO. Task: Predict which catalyst facilitates the given reaction. (1) Reactant: [C:1]([CH2:3][CH2:4][O:5][C@H:6]1[CH2:10][CH2:9][N:8](C(OC(C)(C)C)=O)[CH2:7]1)#[N:2].FC(F)(F)C(O)=O. Product: [NH3:2].[NH:8]1[CH2:9][CH2:10][C@H:6]([O:5][CH2:4][CH2:3][C:1]#[N:2])[CH2:7]1. The catalyst class is: 4. (2) Reactant: [H-].[Na+].C(P([CH2:8][C:9]([O:11][CH2:12][CH3:13])=[O:10])CC)C.[H][H].[CH2:16]([C@H:19]1[CH2:24][CH2:23][C@H:22]([C@H:25]2[CH2:30][CH2:29][C@H:28]([CH:31]=O)[CH2:27][CH2:26]2)[CH2:21][CH2:20]1)[CH2:17][CH3:18]. Product: [CH2:16]([C@H:19]1[CH2:24][CH2:23][C@H:22]([C@H:25]2[CH2:26][CH2:27][C@H:28]([CH:31]=[CH:8][C:9]([O:11][CH2:12][CH3:13])=[O:10])[CH2:29][CH2:30]2)[CH2:21][CH2:20]1)[CH2:17][CH3:18]. The catalyst class is: 20. (3) Reactant: [CH:1]([C:4]1[N:8]=[C:7]([N:9]2[CH2:14][CH2:13][CH:12]([OH:15])[CH2:11][CH2:10]2)[O:6][N:5]=1)([CH3:3])[CH3:2].[H-].[Na+].[F:18][C:19]1[CH:24]=[C:23]([S:25]([CH3:28])(=[O:27])=[O:26])[CH:22]=[CH:21][C:20]=1[C:29]1[C:33]2[N:34]=[CH:35][N:36]=[C:37](S(C)(=O)=O)[C:32]=2[S:31][CH:30]=1.[OH-].[NH4+]. Product: [F:18][C:19]1[CH:24]=[C:23]([S:25]([CH3:28])(=[O:27])=[O:26])[CH:22]=[CH:21][C:20]=1[C:29]1[C:33]2[N:34]=[CH:35][N:36]=[C:37]([O:15][CH:12]3[CH2:11][CH2:10][N:9]([C:7]4[O:6][N:5]=[C:4]([CH:1]([CH3:3])[CH3:2])[N:8]=4)[CH2:14][CH2:13]3)[C:32]=2[S:31][CH:30]=1. The catalyst class is: 9. (4) Reactant: [C:1]1([C:7]2[N:8]=[N:9][N:10]([CH2:12][O:13][C:14]3[CH:23]=[CH:22][C:21]4[C:16](=[CH:17][CH:18]=[CH:19][CH:20]=4)[CH:15]=3)[CH:11]=2)[CH:6]=[CH:5][CH:4]=[CH:3][CH:2]=1.[F:24][C:25]([F:32])([F:31])[S:26]([O:29]C)(=[O:28])=[O:27]. Product: [F:24][C:25]([F:32])([F:31])[S:26]([O-:29])(=[O:28])=[O:27].[CH3:25][N:8]1[C:7]([C:1]2[CH:6]=[CH:5][CH:4]=[CH:3][CH:2]=2)=[CH:11][N+:10]([CH2:12][O:13][C:14]2[CH:23]=[CH:22][C:21]3[C:16](=[CH:17][CH:18]=[CH:19][CH:20]=3)[CH:15]=2)=[N:9]1. The catalyst class is: 10. (5) Reactant: [NH2:1][C:2]1[C:7]([O:8]C)=[CH:6][N:5]=[C:4]([C:10]([NH:12][C@@H:13]([C:21]2[CH:26]=[CH:25][C:24]([O:27][C:28]([F:31])([F:30])[F:29])=[C:23]([F:32])[CH:22]=2)[C:14]2[C:19]([F:20])=[CH:18][CH:17]=[CH:16][N:15]=2)=[O:11])[CH:3]=1.[Li+].[Cl-].CC1C=CC(S(O)(=O)=O)=CC=1.C([O-])(O)=O.[Na+]. Product: [NH2:1][C:2]1[C:7]([OH:8])=[CH:6][N:5]=[C:4]([C:10]([NH:12][C@@H:13]([C:21]2[CH:26]=[CH:25][C:24]([O:27][C:28]([F:29])([F:30])[F:31])=[C:23]([F:32])[CH:22]=2)[C:14]2[C:19]([F:20])=[CH:18][CH:17]=[CH:16][N:15]=2)=[O:11])[CH:3]=1. The catalyst class is: 296.